From a dataset of Peptide-MHC class II binding affinity with 134,281 pairs from IEDB. Regression. Given a peptide amino acid sequence and an MHC pseudo amino acid sequence, predict their binding affinity value. This is MHC class II binding data. (1) The peptide sequence is EKKYFAATQFEPLAN. The MHC is DRB1_1602 with pseudo-sequence DRB1_1602. The binding affinity (normalized) is 0.471. (2) The binding affinity (normalized) is 0.299. The peptide sequence is TVAVGLHFHEMNNGG. The MHC is DRB3_0101 with pseudo-sequence DRB3_0101. (3) The peptide sequence is IFIFRDSDDWLNKYS. The MHC is HLA-DQA10201-DQB10301 with pseudo-sequence HLA-DQA10201-DQB10301. The binding affinity (normalized) is 0.352.